Dataset: Full USPTO retrosynthesis dataset with 1.9M reactions from patents (1976-2016). Task: Predict the reactants needed to synthesize the given product. (1) Given the product [CH3:1][O:2][C:3]1[CH:4]=[C:5]([NH:14][C:22](=[O:23])[O:24][C:25]2[CH:30]=[CH:29][CH:28]=[CH:27][CH:26]=2)[CH:6]=[N:7][C:8]=1[N:9]1[CH2:10][CH2:11][CH2:12][CH2:13]1, predict the reactants needed to synthesize it. The reactants are: [CH3:1][O:2][C:3]1[CH:4]=[C:5]([NH2:14])[CH:6]=[N:7][C:8]=1[N:9]1[CH2:13][CH2:12][CH2:11][CH2:10]1.N1C=CC=CC=1.Cl[C:22]([O:24][C:25]1[CH:30]=[CH:29][CH:28]=[CH:27][CH:26]=1)=[O:23]. (2) Given the product [CH3:1][O:2][C:3]1[CH:50]=[C:49](/[CH:51]=[CH:52]/[C:53]([O:55][CH3:56])=[O:54])[CH:48]=[CH:47][C:4]=1[O:5][CH2:6][CH2:7][CH2:8][CH2:9][CH2:10][CH2:11][CH2:12][CH2:13][O:14][C:15]1[CH:16]=[C:17]([CH:20]=[C:21]([O:23][CH2:24][CH2:25][CH2:26][CH2:27][CH2:28][CH2:29][CH2:30][CH2:31][O:32][C:33]2[CH:38]=[CH:37][C:36](/[CH:39]=[CH:40]/[C:41](=[O:44])[O:42][CH3:43])=[CH:35][C:34]=2[O:45][CH3:46])[CH:22]=1)[CH2:18][Br:57], predict the reactants needed to synthesize it. The reactants are: [CH3:1][O:2][C:3]1[CH:50]=[C:49](/[CH:51]=[CH:52]/[C:53]([O:55][CH3:56])=[O:54])[CH:48]=[CH:47][C:4]=1[O:5][CH2:6][CH2:7][CH2:8][CH2:9][CH2:10][CH2:11][CH2:12][CH2:13][O:14][C:15]1[CH:16]=[C:17]([CH:20]=[C:21]([O:23][CH2:24][CH2:25][CH2:26][CH2:27][CH2:28][CH2:29][CH2:30][CH2:31][O:32][C:33]2[CH:38]=[CH:37][C:36](/[CH:39]=[CH:40]/[C:41](=[O:44])[O:42][CH3:43])=[CH:35][C:34]=2[O:45][CH3:46])[CH:22]=1)[CH2:18]O.[Br:57]C(Br)(Br)Br.C1(P(C2C=CC=CC=2)C2C=CC=CC=2)C=CC=CC=1.